From a dataset of Acute oral toxicity (LD50) regression data from Zhu et al.. Regression/Classification. Given a drug SMILES string, predict its toxicity properties. Task type varies by dataset: regression for continuous values (e.g., LD50, hERG inhibition percentage) or binary classification for toxic/non-toxic outcomes (e.g., AMES mutagenicity, cardiotoxicity, hepatotoxicity). Dataset: ld50_zhu. (1) The rat oral LD50 is 2.69, given as -log10 of the dose in mol/kg body weight (higher means more acutely toxic). The compound is O=C(Nc1cccc(Cl)c1)OCC#CCCl. (2) The drug is CN(C)Cc1ccc(CSCCNC(=C[N+](=O)[O-])N2CCN(C)CC2)o1. The rat oral LD50 is 1.84, given as -log10 of the dose in mol/kg body weight (higher means more acutely toxic). (3) The molecule is CC(=O)OCCOc1ccccc1. The rat oral LD50 is 1.52, given as -log10 of the dose in mol/kg body weight (higher means more acutely toxic). (4) The molecule is CC(C(=O)O)c1cccc(C(=O)c2ccccc2)c1. The rat oral LD50 is 3.61, given as -log10 of the dose in mol/kg body weight (higher means more acutely toxic). (5) The molecule is CN(C)C=C1C(=O)N(c2ccccc2)N=C1c1ccccc1. The rat oral LD50 is 2.52, given as -log10 of the dose in mol/kg body weight (higher means more acutely toxic).